From a dataset of Reaction yield outcomes from USPTO patents with 853,638 reactions. Predict the reaction yield, written as a fraction of the theoretical maximum amount of product (1.0 means a 100% yield; for example, 0.34 means a 34% yield). (1) The reactants are [NH:1]1[CH2:6][CH2:5][CH2:4][C@H:3]([C:7]([OH:9])=[O:8])[CH2:2]1.C(=O)(O)[O-].[Na+].Cl[C:16]([O:18][CH2:19][C:20]1[CH:25]=[CH:24][CH:23]=[CH:22][CH:21]=1)=[O:17]. The catalyst is C1COCC1.O. The product is [CH2:19]([O:18][C:16]([N:1]1[CH2:6][CH2:5][CH2:4][C@H:3]([C:7]([OH:9])=[O:8])[CH2:2]1)=[O:17])[C:20]1[CH:25]=[CH:24][CH:23]=[CH:22][CH:21]=1. The yield is 0.490. (2) The reactants are [ClH:1].C(OCC)(=O)C.[CH2:8]([O:10][C:11](=[O:36])[CH2:12][NH:13][C:14](=[O:35])[CH2:15][NH:16][C:17](=[O:34])[C@H:18]([CH2:27][CH:28]1[CH2:33][CH2:32][CH2:31][CH2:30][CH2:29]1)[NH:19]C(OC(C)(C)C)=O)[CH3:9]. The catalyst is C(OCC)(=O)C.C(OCC)C. The product is [ClH:1].[CH2:8]([O:10][C:11](=[O:36])[CH2:12][NH:13][C:14](=[O:35])[CH2:15][NH:16][C:17](=[O:34])[C@H:18]([CH2:27][CH:28]1[CH2:29][CH2:30][CH2:31][CH2:32][CH2:33]1)[NH2:19])[CH3:9]. The yield is 0.860. (3) The reactants are [N:1]1[CH:6]=[CH:5][CH:4]=[N:3][C:2]=1[C:7]1[CH:8]=[C:9]2[C:13](=[CH:14][CH:15]=1)[C@H:12]([N:16]1[CH2:19][C:18]3([CH2:24][CH2:23][N:22](C(OC(C)(C)C)=O)[CH2:21][CH2:20]3)[CH2:17]1)[CH2:11][CH2:10]2.[ClH:32].CO. The catalyst is O1CCOCC1. The product is [ClH:32].[ClH:32].[N:1]1[CH:6]=[CH:5][CH:4]=[N:3][C:2]=1[C:7]1[CH:8]=[C:9]2[C:13](=[CH:14][CH:15]=1)[C@@H:12]([N:16]1[CH2:17][C:18]3([CH2:20][CH2:21][NH:22][CH2:23][CH2:24]3)[CH2:19]1)[CH2:11][CH2:10]2. The yield is 1.00. (4) The reactants are [Br:1][C:2]1[CH:13]=[C:6]2[C:7](OC(=O)[NH:11][C:5]2=[CH:4][CH:3]=1)=[O:8].[CH3:14][NH:15][CH3:16].O1CCCC1. No catalyst specified. The product is [NH2:11][C:5]1[CH:4]=[CH:3][C:2]([Br:1])=[CH:13][C:6]=1[C:7]([N:15]([CH3:16])[CH3:14])=[O:8]. The yield is 0.786.